Dataset: Forward reaction prediction with 1.9M reactions from USPTO patents (1976-2016). Task: Predict the product of the given reaction. (1) Given the reactants [CH3:1][C:2]1[N:3]([C:8]2[S:12][CH:11]=[N:10][C:9]=2[CH2:13][OH:14])[C:4]([CH3:7])=[CH:5][CH:6]=1, predict the reaction product. The product is: [CH3:7][C:4]1[N:3]([C:8]2[S:12][CH:11]=[N:10][C:9]=2[CH:13]=[O:14])[C:2]([CH3:1])=[CH:6][CH:5]=1. (2) Given the reactants [CH2:1]([N:5]([CH2:12][CH2:13][CH2:14][CH3:15])[CH2:6][CH2:7][C:8]([CH3:11])([NH2:10])[CH3:9])[CH2:2][CH2:3][CH3:4].[C:16](ON1C(=O)CCC1=O)([O:18][CH2:19][C:20]1[CH:25]=[CH:24][CH:23]=[CH:22][CH:21]=1)=[O:17], predict the reaction product. The product is: [CH2:1]([N:5]([CH2:12][CH2:13][CH2:14][CH3:15])[CH2:6][CH2:7][C:8]([NH:10][C:16](=[O:17])[O:18][CH2:19][C:20]1[CH:25]=[CH:24][CH:23]=[CH:22][CH:21]=1)([CH3:11])[CH3:9])[CH2:2][CH2:3][CH3:4]. (3) Given the reactants [CH3:1][C:2]1[C:10]2[O:9][C:8]([C:11]([OH:13])=[O:12])=[CH:7][C:6]=2[CH:5]=[CH:4][CH:3]=1.[CH3:14]O, predict the reaction product. The product is: [CH3:1][C:2]1[C:10]2[O:9][C:8]([C:11]([O:13][CH3:14])=[O:12])=[CH:7][C:6]=2[CH:5]=[CH:4][CH:3]=1. (4) Given the reactants [OH-].[Na+].[CH3:3][CH:4]([CH3:17])[CH2:5][N:6]1[CH:11]=[CH:10][C:9]([C:12]([O:14]C)=[O:13])=[CH:8][C:7]1=[O:16], predict the reaction product. The product is: [CH3:3][CH:4]([CH3:17])[CH2:5][N:6]1[CH:11]=[CH:10][C:9]([C:12]([OH:14])=[O:13])=[CH:8][C:7]1=[O:16]. (5) The product is: [CH3:22][C:19]1[CH:20]=[CH:21][C:16]([CH2:15][NH:14][CH:11]2[CH2:12][CH2:13][NH:8][CH2:9][CH2:10]2)=[CH:17][C:18]=1[N+:23]([O-:25])=[O:24]. Given the reactants C(OC([N:8]1[CH2:13][CH2:12][CH:11]([NH:14][CH2:15][C:16]2[CH:21]=[CH:20][C:19]([CH3:22])=[C:18]([N+:23]([O-:25])=[O:24])[CH:17]=2)[CH2:10][CH2:9]1)=O)(C)(C)C.Cl, predict the reaction product.